The task is: Predict the reactants needed to synthesize the given product.. This data is from Full USPTO retrosynthesis dataset with 1.9M reactions from patents (1976-2016). (1) Given the product [CH3:1][C:2]1[CH:3]=[CH:4][C:5]([C:8]2[CH:13]=[CH:12][C:11]([O:14][CH2:24][C:20]3[CH:19]=[C:18]([CH:23]=[CH:22][CH:21]=3)[C:17]([OH:26])=[O:16])=[CH:10][CH:9]=2)=[CH:6][CH:7]=1, predict the reactants needed to synthesize it. The reactants are: [CH3:1][C:2]1[CH:7]=[CH:6][C:5]([C:8]2[CH:13]=[CH:12][C:11]([OH:14])=[CH:10][CH:9]=2)=[CH:4][CH:3]=1.C[O:16][C:17](=[O:26])[C:18]1[CH:23]=[CH:22][CH:21]=[C:20]([CH2:24]Br)[CH:19]=1. (2) Given the product [C:1]([O:5][C:6]([N:8]1[CH2:13][CH2:12][C:11]([C:19]([F:22])([F:20])[F:21])([C:14]([OH:16])=[O:15])[CH2:10][CH2:9]1)=[O:7])([CH3:4])([CH3:2])[CH3:3], predict the reactants needed to synthesize it. The reactants are: [C:1]([O:5][C:6]([N:8]1[CH2:13][CH2:12][C:11]([C:19]([F:22])([F:21])[F:20])([C:14]([O:16]CC)=[O:15])[CH2:10][CH2:9]1)=[O:7])([CH3:4])([CH3:3])[CH3:2].[OH-].[Na+]. (3) Given the product [Br:1][C:6]1[C:7](=[O:15])[CH:8]2[CH:13]([C:5]=1[O:4][CH3:3])[CH:12]1[O:14][CH:9]2[CH2:10][CH2:11]1, predict the reactants needed to synthesize it. The reactants are: [Br:1]Br.[CH3:3][O:4][C:5]1[CH:13]2[CH:8]([CH:9]3[O:14][CH:12]2[CH2:11][CH2:10]3)[C:7](=[O:15])[CH:6]=1.C(N(CC)CC)C.